This data is from Catalyst prediction with 721,799 reactions and 888 catalyst types from USPTO. The task is: Predict which catalyst facilitates the given reaction. (1) Reactant: [C:1]([CH2:3][CH:4]1[CH2:7][N:6]([CH:8]([C:15]2[CH:20]=[CH:19][CH:18]=[CH:17][CH:16]=2)[C:9]2[CH:14]=[CH:13][CH:12]=[CH:11][CH:10]=2)[CH2:5]1)#[N:2].[H-].[H-].[H-].[H-].[Li+].[Al+3].[H-].[NH4+].[Cl-]. Product: [NH2:2][CH2:1][CH2:3][CH:4]1[CH2:7][N:6]([CH:8]([C:15]2[CH:20]=[CH:19][CH:18]=[CH:17][CH:16]=2)[C:9]2[CH:10]=[CH:11][CH:12]=[CH:13][CH:14]=2)[CH2:5]1. The catalyst class is: 1. (2) Reactant: [C:1]([O:5][C:6]([NH:8][CH2:9][CH:10]=[C:11]([F:17])[C:12](OCC)=[O:13])=[O:7])([CH3:4])([CH3:3])[CH3:2].[H-].C([Al+]CC(C)C)C(C)C. Product: [C:1]([O:5][C:6](=[O:7])[NH:8][CH2:9][CH:10]=[C:11]([F:17])[CH2:12][OH:13])([CH3:4])([CH3:2])[CH3:3]. The catalyst class is: 2.